From a dataset of Forward reaction prediction with 1.9M reactions from USPTO patents (1976-2016). Predict the product of the given reaction. (1) Given the reactants C1C=[N+]([C@@H]2O[C@H](COP(OP(OC[C@H]3O[C@@H](N4C5N=CN=C(N)C=5N=C4)[C@H](O)[C@@H]3O)(O)=O)(O)=O)[C@@H](O)[C@H]2O)C=C(C(N)=O)C=1.[O:45]=[CH:46][C@@H:47]([C@H:49]([C@@H:51]([C@@H:53](CO)[OH:54])[OH:52])[OH:50])[OH:48].C([O-])=O.[CH2:60]([OH:69])[C@@H:61]([C@H:63]([C@@H:65]([CH2:67][OH:68])[OH:66])[OH:64])[OH:62], predict the reaction product. The product is: [O:45]=[CH:46][C@@H:47]([C@H:49]([C@@H:51]([CH2:53][OH:54])[OH:52])[OH:50])[OH:48].[CH2:60]([OH:69])[C@@H:61]([C@H:63]([C@@H:65]([CH2:67][OH:68])[OH:66])[OH:64])[OH:62]. (2) Given the reactants [N:1]1([CH2:7][CH2:8][CH2:9][O:10][C:11]2[CH:18]=[CH:17][CH:16]=[CH:15][C:12]=2[CH:13]=O)[CH2:6][CH2:5][CH2:4][CH2:3][CH2:2]1.[NH2:19][C:20]1[CH:25]=[CH:24][CH:23]=[CH:22][N:21]=1.C(O[BH-](OC(=O)C)OC(=O)C)(=O)C.[Na+].[OH-].[Na+].[CH2:42]([Cl:44])[Cl:43], predict the reaction product. The product is: [NH3:1].[CH2:42]([Cl:44])[Cl:43].[N:1]1([CH2:7][CH2:8][CH2:9][O:10][C:11]2[CH:18]=[CH:17][CH:16]=[CH:15][C:12]=2[CH2:13][NH:19][C:20]2[CH:25]=[CH:24][CH:23]=[CH:22][N:21]=2)[CH2:6][CH2:5][CH2:4][CH2:3][CH2:2]1. (3) Given the reactants [NH:1]1[C:9]2[C:4](=[CH:5][CH:6]=[C:7]([C:10]([O:12][CH3:13])=[O:11])[CH:8]=2)[CH:3]=[CH:2]1.[OH2:14].[C:15](#[N:17])[CH3:16], predict the reaction product. The product is: [CH:5]1[CH:6]=[C:7]([C:10]([O:12][CH3:13])=[O:11])[CH:8]=[C:9]2[C:4]=1[C:3]1[C:2]([NH:1]2)=[C:15]2[NH:17][C:5]3[CH:6]=[C:7]([C:10]([O:12][CH3:13])=[O:14])[CH:8]=[CH:9][C:4]=3[C:16]2=[C:2]2[NH:1][C:9]3[CH:8]=[C:7]([C:10]([O:12][CH3:13])=[O:11])[CH:6]=[CH:5][C:4]=3[C:3]=12. (4) Given the reactants F[C:2]1[N:7]2[CH:8]=[C:9]([CH2:11][N:12]([CH3:23])[C@@H:13]3[C:22]4[N:21]=[CH:20][CH:19]=[CH:18][C:17]=4[CH2:16][CH2:15][CH2:14]3)[N:10]=[C:6]2[CH:5]=[CH:4][CH:3]=1.[CH3:24][N:25]1[CH2:30][CH2:29][CH:28]([NH:31][CH3:32])[CH2:27][CH2:26]1, predict the reaction product. The product is: [CH3:23][N:12]([CH2:11][C:9]1[N:10]=[C:6]2[CH:5]=[CH:4][CH:3]=[C:2]([N:31]([CH3:32])[CH:28]3[CH2:29][CH2:30][N:25]([CH3:24])[CH2:26][CH2:27]3)[N:7]2[CH:8]=1)[C@@H:13]1[C:22]2[N:21]=[CH:20][CH:19]=[CH:18][C:17]=2[CH2:16][CH2:15][CH2:14]1. (5) Given the reactants [C:1]([O:5][C:6]([N:8]1[CH2:13][CH2:12][N:11]([C:14]([C:16]2[C:17]3[C:31]([CH:32]=[CH2:33])=[N:30][N:29]([CH:34]4[CH2:39][CH2:38][CH2:37][CH2:36][O:35]4)[C:18]=3[N:19]=[C:20]([C:22]3[CH:27]=[CH:26][C:25]([OH:28])=[CH:24][CH:23]=3)[CH:21]=2)=[O:15])[CH2:10][CH2:9]1)=[O:7])([CH3:4])([CH3:3])[CH3:2].N1C=CN=C1.[C:45]([Si:49](Cl)([CH3:51])[CH3:50])([CH3:48])([CH3:47])[CH3:46].O, predict the reaction product. The product is: [C:1]([O:5][C:6]([N:8]1[CH2:9][CH2:10][N:11]([C:14]([C:16]2[C:17]3[C:31]([CH:32]=[CH2:33])=[N:30][N:29]([CH:34]4[CH2:39][CH2:38][CH2:37][CH2:36][O:35]4)[C:18]=3[N:19]=[C:20]([C:22]3[CH:27]=[CH:26][C:25]([O:28][Si:49]([C:45]([CH3:48])([CH3:47])[CH3:46])([CH3:51])[CH3:50])=[CH:24][CH:23]=3)[CH:21]=2)=[O:15])[CH2:12][CH2:13]1)=[O:7])([CH3:2])([CH3:3])[CH3:4].